From a dataset of CYP1A2 inhibition data for predicting drug metabolism from PubChem BioAssay. Regression/Classification. Given a drug SMILES string, predict its absorption, distribution, metabolism, or excretion properties. Task type varies by dataset: regression for continuous measurements (e.g., permeability, clearance, half-life) or binary classification for categorical outcomes (e.g., BBB penetration, CYP inhibition). Dataset: cyp1a2_veith. (1) The drug is Cc1nc(C(=O)Nc2cccc(Cl)c2Cl)nn1-c1cc(OC(C)C)c(Cl)cc1Cl. The result is 0 (non-inhibitor). (2) The drug is COc1ccc(S(=O)(=O)N2CCCCCC2)cc1N(C)S(=O)(=O)c1ccc(Cl)cc1. The result is 0 (non-inhibitor). (3) The compound is CCn1cnc2sc(C(=O)N3CCN(c4ccc(OC)cc4)CC3)c(C)c2c1=O. The result is 0 (non-inhibitor).